This data is from Forward reaction prediction with 1.9M reactions from USPTO patents (1976-2016). The task is: Predict the product of the given reaction. (1) Given the reactants [CH3:1][Si:2]([CH3:19])([CH3:18])[CH2:3][CH2:4][O:5][C:6]([NH:8][CH2:9][CH2:10][CH2:11][CH2:12][CH2:13][CH2:14][C:15]([O-])=O)=[O:7].CO.[C:26]([OH:28])(=[O:27])[CH2:24][C:24]([CH2:24][C:26]([OH:28])=[O:27])([C:26]([OH:28])=[O:27])O.C(N(CC)CC)C.C(O)(=O)CC(O)=O.CN(C)C=O.P([O-])(O)(O)=O.[K+], predict the reaction product. The product is: [CH3:1][Si:2]([CH3:19])([CH3:18])[CH2:3][CH2:4][O:5][C:6]([NH:8][CH2:9][CH2:10][CH2:11][CH2:12][CH2:13]/[CH:14]=[CH:15]/[CH2:24][C:26]([OH:28])=[O:27])=[O:7]. (2) Given the reactants [CH2:1]([O:3][C:4]([N:6]1[C:15]2[C:10](=[N:11][C:12]([O:16][CH3:17])=[CH:13][CH:14]=2)[C@@H:9]([NH2:18])[CH2:8][C@H:7]1[CH2:19][CH3:20])=[O:5])[CH3:2].C(N(CC)CC)C.[Cl:28][C:29]1[CH:34]=[C:33](Cl)[N:32]=[CH:31][N:30]=1, predict the reaction product. The product is: [CH2:1]([O:3][C:4]([N:6]1[C:15]2[C:10](=[N:11][C:12]([O:16][CH3:17])=[CH:13][CH:14]=2)[C@@H:9]([NH:18][C:33]2[CH:34]=[C:29]([Cl:28])[N:30]=[CH:31][N:32]=2)[CH2:8][C@H:7]1[CH2:19][CH3:20])=[O:5])[CH3:2]. (3) Given the reactants [NH2:1][C:2]1[CH:3]=[CH:4][C:5]([F:13])=[C:6]([CH2:8][C:9]([O:11][CH3:12])=[O:10])[CH:7]=1.[CH:14](OCC)(OCC)OCC.[N-:24]=[N+:25]=[N-:26].[Na+].O, predict the reaction product. The product is: [F:13][C:5]1[CH:4]=[CH:3][C:2]([N:1]2[CH:14]=[N:26][N:25]=[N:24]2)=[CH:7][C:6]=1[CH2:8][C:9]([O:11][CH3:12])=[O:10]. (4) Given the reactants [CH3:1][O:2][C:3]1[CH:11]=[C:7]([C:8](O)=[O:9])[C:6]([OH:12])=[CH:5][CH:4]=1, predict the reaction product. The product is: [OH:9][CH2:8][C:7]1[CH:11]=[C:3]([O:2][CH3:1])[CH:4]=[CH:5][C:6]=1[OH:12]. (5) Given the reactants C(O[C:9](=[O:33])[C@@H:10]([NH:25][C:26]([O:28][C:29]([CH3:32])([CH3:31])[CH3:30])=[O:27])[CH2:11][CH2:12][C:13]1[N:17]([CH2:18][CH2:19][CH3:20])[C:16]2[CH:21]=[CH:22][CH:23]=[CH:24][C:15]=2[N:14]=1)C1C=CC=CC=1.CCN=C=NCCCN(C)C.Cl.[CH2:46]([O:53][NH2:54])[C:47]1[CH:52]=[CH:51][CH:50]=[CH:49][CH:48]=1, predict the reaction product. The product is: [C:29]([O:28][C:26]([NH:25][C@@H:10]([CH2:11][CH2:12][C:13]1[N:17]([CH2:18][CH2:19][CH3:20])[C:16]2[CH:21]=[CH:22][CH:23]=[CH:24][C:15]=2[N:14]=1)[C:9]([NH:54][O:53][CH2:46][C:47]1[CH:52]=[CH:51][CH:50]=[CH:49][CH:48]=1)=[O:33])=[O:27])([CH3:31])([CH3:32])[CH3:30]. (6) Given the reactants C([N:3](CC)CC)C.[NH:8]1[C:17]2[C:12](=[CH:13][CH:14]=[CH:15][CH:16]=2)[CH:11]=[C:10]([C:18]([OH:20])=O)[C:9]1=[O:21].CN(C(ON1N=NC2C=CC=NC1=2)=[N+](C)C)C.F[P-](F)(F)(F)(F)F.[CH3:46][O:47][C:48]([C:50]1[CH:55]=[CH:54][C:53]([CH3:56])=[CH:52][C:51]=1N)=[O:49].C(=O)(O)[O-].[Na+], predict the reaction product. The product is: [CH3:46][O:47][C:48](=[O:49])[C:50]1[CH:55]=[CH:54][C:53]([CH3:56])=[C:52]([NH:3][C:18]([C:10]2[C:9](=[O:21])[NH:8][C:17]3[C:12]([CH:11]=2)=[CH:13][CH:14]=[CH:15][CH:16]=3)=[O:20])[CH:51]=1. (7) Given the reactants Br.[Cl:2][C:3]1[CH:4]=[C:5]([CH2:10][C:11]([OH:13])=O)[CH:6]=[CH:7][C:8]=1[Cl:9].[CH2:14]1[CH2:19][CH2:18][CH:17]([N:20]=[C:21]=[N:22][CH:23]2[CH2:28]CCCC2)CC1.CCN(CC)CC, predict the reaction product. The product is: [Cl:2][C:3]1[CH:4]=[C:5]([CH2:10][C:11]([N:22]2[CH2:23][CH2:28][N:20]3[CH2:17][CH2:18][CH2:19][CH2:14][C@H:21]23)=[O:13])[CH:6]=[CH:7][C:8]=1[Cl:9].